This data is from Experimentally validated miRNA-target interactions with 360,000+ pairs, plus equal number of negative samples. The task is: Binary Classification. Given a miRNA mature sequence and a target amino acid sequence, predict their likelihood of interaction. (1) The miRNA is hsa-miR-6826-3p with sequence CUCCCCUCUCUUUCCUGUUCAG. Result: 0 (no interaction). The protein sequence of the target gene is MAQFPTPFGGSLDIWAITVEERAKHDQQFHSLKPISGFITGDQARNFFFQSGLPQPVLAQIWALADMNNDGRMDQVEFSIAMKLIKLKLQGYQLPSALPPVMKQQPVAISSAPAFGMGGIASMPPLTAVAPVPMGSIPVVGMSPTLVSSVPTAAVPPLANGAPPVIQPLPAFAHPAATLPKSSSFSRSGPGSQLNTKLQKAQSFDVASVPPVAEWAVPQSSRLKYRQLFNSHDKTMSGHLTGPQARTILMQSSLPQAQLASIWNLSDIDQDGKLTAEEFILAMHLIDVAMSGQPLPPVLP.... (2) The miRNA is hsa-miR-3160-3p with sequence AGAGCUGAGACUAGAAAGCCCA. The protein sequence of the target gene is MGVQVETISPGDGRTFPKRGQTCVVHYTGMLEDGKKFDSSRDRNKPFKFTLGKQEVIRGWEEGVAQMSVGQRAKLIISSDYAYGATGHPGIIPPHATLVFDVELLKLE. Result: 0 (no interaction). (3) The protein sequence of the target gene is MGAGSVWASGLLLLWLLLLVAGDQDTQDTTATEKGLRMLKSGSGPVRAALAELVALPCFFTLQPRLSSLRDIPRIKWTKVQTASGQRQDLPILVAKDNVVRVAKGWQGRVSLPAYPRHRANATLLLGPLRASDSGLYRCQVVKGIEDEQDLVTLEVTGVVFHYRAARDRYALTFAEAQEACRLSSATIAAPRHLQAAFEDGFDNCDAGWLSDRTVRYPITQSRPGCYGDRSSLPGVRSYGRRDPQELYDVYCFARELGGEVFYVGPARRLTLAGARAQCQRQGAALASVGQLHLAWHEGL.... Result: 1 (interaction). The miRNA is mmu-miR-3100-3p with sequence CUGUGACACACCCGCUCCCAG. (4) The miRNA is mmu-miR-687 with sequence CUAUCCUGGAAUGCAGCAAUGA. The protein sequence of the target gene is MYEGKHIHFSEVDNKPLCSYSPKLCKQRRLNGYAFCIRHVLEDKTAPFKQCEYVAKYNSQRCTNPIPKSEDRRYCNSHLQVLGFIPKKERKKKNDPIDEVKVRHQMDTMAFSLTVPTLALKMPNGLDGMSLSPPGARVPLHYLETELEDPFAFNEEDDDLKKGATVRKKLQSKLAQNRQRQRETEILKVRQEHFSPPPAPSQQQPPQQHSHLSPLSTSLKPPAPPQGSVCKSPQPQNTSLPMQGVAPTTHTIAQARQLSHKRPLPLLPSSRAPTVDPPRTDRILMKATAFSPHFSCISRL.... Result: 0 (no interaction).